From a dataset of Forward reaction prediction with 1.9M reactions from USPTO patents (1976-2016). Predict the product of the given reaction. (1) Given the reactants C[O:2][C:3]([C:5]1[CH:10]=[CH:9][C:8]([C:11]2[C:12]([CH3:57])([CH3:56])[C@H:13]3[C@:26]([CH3:29])([CH2:27][CH:28]=2)[C@@H:25]2[C@:16]([CH3:55])([C@@:17]4([CH3:54])[C@H:22]([CH2:23][CH2:24]2)[C@H:21]2[C@H:30]([C:33]([CH3:35])=[CH2:34])[CH2:31][CH2:32][C@:20]2([NH:36][CH2:37][CH2:38][N:39]2[CH2:45][C@H:44]5[N:46]([C:47]([O:49][C:50]([CH3:53])([CH3:52])[CH3:51])=[O:48])[C@H:41]([CH2:42][CH2:43]5)[CH2:40]2)[CH2:19][CH2:18]4)[CH2:15][CH2:14]3)=[CH:7][CH:6]=1)=[O:4].[C:58]([OH:64])([C:60]([F:63])([F:62])[F:61])=[O:59].[OH-].[Li+], predict the reaction product. The product is: [C:50]([O:49][C:47]([N:46]1[C@H:41]2[CH2:42][CH2:43][C@@H:44]1[CH2:45][N:39]([CH2:38][CH2:37][NH:36][C@:20]13[CH2:32][CH2:31][C@@H:30]([C:33]([CH3:35])=[CH2:34])[C@@H:21]1[C@@H:22]1[C@@:17]([CH3:54])([CH2:18][CH2:19]3)[C@@:16]3([CH3:55])[C@@H:25]([C@:26]4([CH3:29])[C@@H:13]([CH2:14][CH2:15]3)[C:12]([CH3:57])([CH3:56])[C:11]([C:8]3[CH:7]=[CH:6][C:5]([C:3]([OH:4])=[O:2])=[CH:10][CH:9]=3)=[CH:28][CH2:27]4)[CH2:24][CH2:23]1)[CH2:40]2)=[O:48])([CH3:51])([CH3:52])[CH3:53].[C:58]([OH:64])([C:60]([F:63])([F:62])[F:61])=[O:59]. (2) Given the reactants [NH2:1][CH2:2][CH2:3][NH:4][C@@H:5]([C@@H:13]([CH3:16])[CH2:14][CH3:15])[C:6]([O:8][C:9]([CH3:12])([CH3:11])[CH3:10])=[O:7].[CH3:17][C:18]1[N:25]=[CH:24][CH:23]=[CH:22][C:19]=1[CH:20]=O.[O-]S([O-])(=O)=O.[Mg+2].[BH4-].[Na+].[C:34](=O)(OC1C=CC([N+]([O-])=O)=CC=1)[O:35]C1C=CC([N+]([O-])=O)=CC=1, predict the reaction product. The product is: [CH3:16][C@@H:13]([CH2:14][CH3:15])[C@H:5]([N:4]1[CH2:3][CH2:2][N:1]([CH2:20][C:19]2[C:18]([CH3:17])=[N:25][CH:24]=[CH:23][CH:22]=2)[C:34]1=[O:35])[C:6]([O:8][C:9]([CH3:10])([CH3:11])[CH3:12])=[O:7]. (3) Given the reactants [CH2:1]([CH:6]1[CH2:11][CH2:10][CH:9]([C:12]([OH:14])=O)[CH2:8][CH2:7]1)[CH2:2][CH2:3][CH2:4][CH3:5].[NH2:15][C@@H:16]1[C@H:20]2[O:21][CH2:22][C@H:23]([NH:24][C:25]([CH:27]3[CH2:29][CH2:28]3)=[O:26])[C@H:19]2[O:18][CH2:17]1, predict the reaction product. The product is: [CH:27]1([C:25]([NH:24][C@@H:23]2[C@H:19]3[O:18][CH2:17][C@H:16]([NH:15][C:12]([CH:9]4[CH2:8][CH2:7][CH:6]([CH2:1][CH2:2][CH2:3][CH2:4][CH3:5])[CH2:11][CH2:10]4)=[O:14])[C@H:20]3[O:21][CH2:22]2)=[O:26])[CH2:28][CH2:29]1. (4) Given the reactants [CH3:1][S:2](Cl)(=[O:4])=[O:3].[F:6][C:7]([F:21])([F:20])[C:8]1[CH:19]=[CH:18][C:11]([CH2:12][N:13]2[CH2:16][CH:15]([OH:17])[CH2:14]2)=[CH:10][CH:9]=1.C(N(CC)CC)C, predict the reaction product. The product is: [F:21][C:7]([F:20])([F:6])[C:8]1[CH:19]=[CH:18][C:11]([CH2:12][N:13]2[CH2:16][CH:15]([O:17][S:2]([CH3:1])(=[O:4])=[O:3])[CH2:14]2)=[CH:10][CH:9]=1.